This data is from Forward reaction prediction with 1.9M reactions from USPTO patents (1976-2016). The task is: Predict the product of the given reaction. (1) Given the reactants [OH-].[Na+].C[O:4][C:5]([C:7]1[CH:11]=[C:10]([C:12]2[CH:17]=[N:16][C:15]([NH:18][C:19]([O:21][C:22]([CH3:25])([CH3:24])[CH3:23])=[O:20])=[CH:14][N:13]=2)[N:9]([C:26]2[N:27]=[N:28][C:29]([O:32][CH3:33])=[CH:30][CH:31]=2)[N:8]=1)=[O:6].Cl.O, predict the reaction product. The product is: [C:22]([O:21][C:19]([NH:18][C:15]1[N:16]=[CH:17][C:12]([C:10]2[N:9]([C:26]3[N:27]=[N:28][C:29]([O:32][CH3:33])=[CH:30][CH:31]=3)[N:8]=[C:7]([C:5]([OH:6])=[O:4])[CH:11]=2)=[N:13][CH:14]=1)=[O:20])([CH3:25])([CH3:23])[CH3:24]. (2) Given the reactants [F:1][C:2]1[CH:8]=[CH:7][CH:6]=[C:5]([F:9])[C:3]=1[NH2:4].[I-].[K+].[CH3:12][CH:13]([CH3:16])[CH2:14]O.ClCCl, predict the reaction product. The product is: [F:1][C:2]1[CH:8]=[CH:7][CH:6]=[C:5]([F:9])[C:3]=1[NH:4][CH2:12][CH:13]([CH3:16])[CH3:14]. (3) Given the reactants FC(F)(F)C([O-])=O.[CH2:8]([O:10][C:11]1[N:16]=[C:15]([N:17]2[CH2:22][CH2:21][N:20](C(OC(C)(C)C)=O)[CH2:19][CH2:18]2)[CH:14]=[CH:13][C:12]=1[NH:30][C:31]([C:33]1[C:37]2[C:38](=[O:45])[NH:39][C:40]3([CH2:44][CH2:43][CH2:42]3)[CH2:41][C:36]=2[O:35][CH:34]=1)=[O:32])[CH3:9].C(OC1N=C(N2CCN(C(OC(C)(C)C)=O)CC2)C=CC=1NC(C1C2C(=O)NCCC=2OC=1)=O)C, predict the reaction product. The product is: [CH2:8]([O:10][C:11]1[C:12]([NH:30][C:31]([C:33]2[C:37]3[C:38](=[O:45])[NH:39][C:40]4([CH2:42][CH2:43][CH2:44]4)[CH2:41][C:36]=3[O:35][CH:34]=2)=[O:32])=[CH:13][CH:14]=[C:15]([N:17]2[CH2:18][CH2:19][NH:20][CH2:21][CH2:22]2)[N:16]=1)[CH3:9]. (4) Given the reactants [H-].[Na+].[OH:3][C:4]1[C:5]2[N:6]([C:17]([CH3:21])=[C:18]([CH3:20])[N:19]=2)[CH:7]=[C:8]([N:10]2[CH:15]=[CH:14][CH:13]=[CH:12][C:11]2=[O:16])[CH:9]=1.Cl[CH2:23][C:24]1[C:29]([CH3:30])=[CH:28][CH:27]=[CH:26][C:25]=1[CH3:31], predict the reaction product. The product is: [CH3:31][C:25]1[CH:26]=[CH:27][CH:28]=[C:29]([CH3:30])[C:24]=1[CH2:23][O:3][C:4]1[C:5]2[N:6]([C:17]([CH3:21])=[C:18]([CH3:20])[N:19]=2)[CH:7]=[C:8]([N:10]2[CH2:15][CH2:14][CH2:13][CH2:12][C:11]2=[O:16])[CH:9]=1. (5) Given the reactants C([O:9][CH:10]1[CH2:15][CH2:14][N:13]([CH2:16][CH:17]([N:21]2[CH:25]=[C:24]([C:26]3[C:27]4[CH:34]=[CH:33][N:32]([CH2:35][O:36][CH2:37][CH2:38][Si:39]([CH3:42])([CH3:41])[CH3:40])[C:28]=4[N:29]=[CH:30][N:31]=3)[CH:23]=[N:22]2)[CH2:18][C:19]#[N:20])[CH2:12][CH:11]1[F:43])(=O)C1C=CC=CC=1.[OH-].[Li+], predict the reaction product. The product is: [F:43][CH:11]1[CH:10]([OH:9])[CH2:15][CH2:14][N:13]([CH2:16][CH:17]([N:21]2[CH:25]=[C:24]([C:26]3[C:27]4[CH:34]=[CH:33][N:32]([CH2:35][O:36][CH2:37][CH2:38][Si:39]([CH3:40])([CH3:42])[CH3:41])[C:28]=4[N:29]=[CH:30][N:31]=3)[CH:23]=[N:22]2)[CH2:18][C:19]#[N:20])[CH2:12]1. (6) Given the reactants Cl[C:2]1[N:7]=[C:6]([C:8]2[CH:9]=[C:10]([O:15][CH:16]([F:18])[F:17])[C:11]([NH2:14])=[N:12][CH:13]=2)[CH:5]=[C:4]([C:19]2[CH:20]=[N:21][N:22]([CH2:24][CH3:25])[CH:23]=2)[N:3]=1.[CH:26]1(B(O)O)[CH2:28][CH2:27]1.C[C@]12C[C@@]3(C)O[C@](C)(C[C@](C)(O3)O1)P2C1C=CC=CC=1.C(=O)([O-])[O-].[Cs+].[Cs+], predict the reaction product. The product is: [CH:26]1([C:2]2[N:7]=[C:6]([C:8]3[CH:9]=[C:10]([O:15][CH:16]([F:18])[F:17])[C:11]([NH2:14])=[N:12][CH:13]=3)[CH:5]=[C:4]([C:19]3[CH:20]=[N:21][N:22]([CH2:24][CH3:25])[CH:23]=3)[N:3]=2)[CH2:28][CH2:27]1. (7) Given the reactants [I:1][C:2]1[CH:3]=[C:4]([CH:8]=[CH:9][C:10]=1[CH3:11])[C:5]([OH:7])=O.CCN=C=N[CH2:17][CH2:18][CH2:19][N:20](C)C.Cl.C1C=CC2N(O)N=NC=2C=1.CN1CCOCC1.C1(N)CC1, predict the reaction product. The product is: [CH:19]1([NH:20][C:5](=[O:7])[C:4]2[CH:8]=[CH:9][C:10]([CH3:11])=[C:2]([I:1])[CH:3]=2)[CH2:17][CH2:18]1.